From a dataset of Catalyst prediction with 721,799 reactions and 888 catalyst types from USPTO. Predict which catalyst facilitates the given reaction. Reactant: CS[C:3]1[N:8]=[C:7]([O:9][CH2:10][C:11]2[CH:16]=[CH:15][CH:14]=[CH:13][CH:12]=2)[CH:6]=[CH:5][N:4]=1.O[O:18][S:19]([O-:21])=O.[K+].[C:23]([O-])(O)=O.[Na+]. Product: [CH3:23][S:19]([C:3]1[N:8]=[C:7]([O:9][CH2:10][C:11]2[CH:16]=[CH:15][CH:14]=[CH:13][CH:12]=2)[CH:6]=[CH:5][N:4]=1)(=[O:21])=[O:18]. The catalyst class is: 87.